From a dataset of Reaction yield outcomes from USPTO patents with 853,638 reactions. Predict the reaction yield, written as a fraction of the theoretical maximum amount of product (1.0 means a 100% yield; for example, 0.34 means a 34% yield). (1) The reactants are [CH3:1][N:2]1[C:10]2[C:5](=[CH:6][C:7]3[C:15](=[N:16][CH3:17])[CH2:14][CH2:13][CH:12]=[CH:11][C:8]=3[CH:9]=2)[CH:4]=[CH:3]1.[CH:18]([C:27]([O:29][CH3:30])=[O:28])([C:23](OC)=[O:24])[C:19](OC)=[O:20]. The catalyst is O(C1C=CC=CC=1)C1C=CC=CC=1. The product is [OH:20][C:19]1[C:14]2[CH2:13][CH:12]=[CH:11][C:8]3[C:7](=[CH:6][C:5]4[CH:4]=[CH:3][N:2]([CH3:1])[C:10]=4[CH:9]=3)[C:15]=2[N:16]([CH3:17])[C:23](=[O:24])[C:18]=1[C:27]([O:29][CH3:30])=[O:28]. The yield is 0.660. (2) The reactants are [O:1]1[CH2:6][CH2:5][N:4]([C:7]2[N:12]=[C:11]([Cl:13])[CH:10]=[C:9](Cl)[N:8]=2)[CH2:3][CH2:2]1.C(N(CC)CC)C.[NH:22]1[CH2:27][CH2:26][O:25][CH2:24][CH2:23]1.CCOC(C)=O. The catalyst is CN1C(=O)CCC1. The product is [O:1]1[CH2:2][CH2:3][N:4]([C:7]2[N:8]=[C:9]([N:22]3[CH2:27][CH2:26][O:25][CH2:24][CH2:23]3)[CH:10]=[C:11]([Cl:13])[N:12]=2)[CH2:5][CH2:6]1. The yield is 0.930. (3) The reactants are O=C(Cl)[O:3][C:4](Cl)(Cl)Cl.Cl[C:10]1[CH:15]=[C:14]([F:16])[C:13]([N+:17]([O-:19])=[O:18])=[CH:12][C:11]=1[NH:20][CH2:21][C:22]1[C:23]([NH:32][CH2:33][CH3:34])=[CH:24][C:25]([N:28]([O:30][CH3:31])[CH3:29])=[N:26][CH:27]=1.[CH3:35]CN(CC)CC. No catalyst specified. The product is [CH2:33]([N:32]1[C:23]2[CH:24]=[C:25]([N:28]([O:30][CH3:31])[CH3:29])[N:26]=[CH:27][C:22]=2[CH2:21][N:20]([C:11]2[CH:12]=[C:13]([N+:17]([O-:19])=[O:18])[C:14]([F:16])=[CH:15][C:10]=2[CH3:35])[C:4]1=[O:3])[CH3:34]. The yield is 0.700. (4) The reactants are [CH3:1][O:2][C:3]1[CH:23]=[CH:22][C:6]([CH2:7][O:8][C:9]2[CH:14]=[CH:13][CH:12]=[CH:11][C:10]=2[C:15](=O)[CH2:16][CH2:17][C:18](=O)[CH3:19])=[CH:5][CH:4]=1.[CH2:24]([O:26][C:27](=[O:35])[C:28]1[CH:33]=[CH:32][CH:31]=[C:30]([NH2:34])[CH:29]=1)[CH3:25]. The catalyst is C1(C)C=CC=CC=1. The product is [CH2:24]([O:26][C:27](=[O:35])[C:28]1[CH:33]=[CH:32][CH:31]=[C:30]([N:34]2[C:18]([CH3:19])=[CH:17][CH:16]=[C:15]2[C:10]2[CH:11]=[CH:12][CH:13]=[CH:14][C:9]=2[O:8][CH2:7][C:6]2[CH:22]=[CH:23][C:3]([O:2][CH3:1])=[CH:4][CH:5]=2)[CH:29]=1)[CH3:25]. The yield is 0.610. (5) The reactants are [Br:1][C:2]1[C:3]([C:9]([F:12])([F:11])[F:10])=[N:4][CH:5]=[C:6](Br)[CH:7]=1.[CH2:13]([O:15]/[CH:16]=[CH:17]/B1OC(C)(C)C(C)(C)O1)[CH3:14].COCCOC.C(=O)([O-])[O-].[Na+].[Na+]. The catalyst is O.[Pd].C1(P(C2C=CC=CC=2)C2C=CC=CC=2)C=CC=CC=1.C1(P(C2C=CC=CC=2)C2C=CC=CC=2)C=CC=CC=1.C1(P(C2C=CC=CC=2)C2C=CC=CC=2)C=CC=CC=1.C1(P(C2C=CC=CC=2)C2C=CC=CC=2)C=CC=CC=1.CCOC(C)=O. The product is [Br:1][C:2]1[C:3]([C:9]([F:12])([F:11])[F:10])=[N:4][CH:5]=[C:6](/[CH:14]=[CH:13]/[O:15][CH2:16][CH3:17])[CH:7]=1. The yield is 0.380. (6) The reactants are Br[C:2]1[C:7]([NH2:8])=[C:6]([CH3:9])[CH:5]=[C:4]([CH3:10])[N:3]=1.[C:11]([C:13]1[CH:18]=[CH:17][CH:16]=[C:15]([Cl:19])[CH:14]=1)#[CH:12]. The catalyst is C(N(CC)CC)C.Cl[Pd](Cl)([P](C1C=CC=CC=1)(C1C=CC=CC=1)C1C=CC=CC=1)[P](C1C=CC=CC=1)(C1C=CC=CC=1)C1C=CC=CC=1. The product is [Cl:19][C:15]1[CH:14]=[C:13]([C:11]#[C:12][C:2]2[C:7]([NH2:8])=[C:6]([CH3:9])[CH:5]=[C:4]([CH3:10])[N:3]=2)[CH:18]=[CH:17][CH:16]=1. The yield is 0.250. (7) The product is [CH3:1][C:2]1[CH:7]=[C:6]([CH3:8])[NH:5][C:4](=[O:9])[C:3]=1[CH2:10][NH:11][C:12]([C:14]1[C:22]2[C:17](=[CH:18][CH:19]=[CH:20][CH:21]=2)[N:16]([S:32]([C:26]2[CH:31]=[CH:30][CH:29]=[CH:28][CH:27]=2)(=[O:34])=[O:33])[C:15]=1[CH3:23])=[O:13]. The reactants are [CH3:1][C:2]1[CH:7]=[C:6]([CH3:8])[NH:5][C:4](=[O:9])[C:3]=1[CH2:10][NH:11][C:12]([C:14]1[C:22]2[C:17](=[CH:18][CH:19]=[CH:20][CH:21]=2)[NH:16][C:15]=1[CH3:23])=[O:13].[H-].[Na+].[C:26]1([S:32](Cl)(=[O:34])=[O:33])[CH:31]=[CH:30][CH:29]=[CH:28][CH:27]=1. The catalyst is O1CCCC1. The yield is 0.0410.